Dataset: NCI-60 drug combinations with 297,098 pairs across 59 cell lines. Task: Regression. Given two drug SMILES strings and cell line genomic features, predict the synergy score measuring deviation from expected non-interaction effect. (1) Drug 1: C1CCC(C1)C(CC#N)N2C=C(C=N2)C3=C4C=CNC4=NC=N3. Drug 2: CN(C)C1=NC(=NC(=N1)N(C)C)N(C)C. Cell line: OVCAR-5. Synergy scores: CSS=-4.72, Synergy_ZIP=3.84, Synergy_Bliss=0.795, Synergy_Loewe=-5.14, Synergy_HSA=-4.98. (2) Drug 1: CS(=O)(=O)C1=CC(=C(C=C1)C(=O)NC2=CC(=C(C=C2)Cl)C3=CC=CC=N3)Cl. Drug 2: C1C(C(OC1N2C=NC3=C(N=C(N=C32)Cl)N)CO)O. Cell line: OVCAR-8. Synergy scores: CSS=29.7, Synergy_ZIP=-5.72, Synergy_Bliss=0.399, Synergy_Loewe=-19.4, Synergy_HSA=2.23. (3) Cell line: SK-MEL-5. Drug 2: CC1=C(C(=CC=C1)Cl)NC(=O)C2=CN=C(S2)NC3=CC(=NC(=N3)C)N4CCN(CC4)CCO. Synergy scores: CSS=5.35, Synergy_ZIP=2.46, Synergy_Bliss=3.35, Synergy_Loewe=-5.36, Synergy_HSA=-4.41. Drug 1: C1=CC(=CC=C1CCCC(=O)O)N(CCCl)CCCl. (4) Drug 1: CC12CCC(CC1=CCC3C2CCC4(C3CC=C4C5=CN=CC=C5)C)O. Drug 2: CC12CCC3C(C1CCC2O)C(CC4=C3C=CC(=C4)O)CCCCCCCCCS(=O)CCCC(C(F)(F)F)(F)F. Cell line: KM12. Synergy scores: CSS=9.51, Synergy_ZIP=-4.99, Synergy_Bliss=-3.11, Synergy_Loewe=-2.74, Synergy_HSA=-4.02. (5) Drug 1: C1CC(C1)(C(=O)O)C(=O)O.[NH2-].[NH2-].[Pt+2]. Drug 2: CC1=C(C=C(C=C1)C(=O)NC2=CC(=CC(=C2)C(F)(F)F)N3C=C(N=C3)C)NC4=NC=CC(=N4)C5=CN=CC=C5. Cell line: HOP-62. Synergy scores: CSS=24.2, Synergy_ZIP=6.10, Synergy_Bliss=8.26, Synergy_Loewe=9.14, Synergy_HSA=9.39.